From a dataset of Peptide-MHC class II binding affinity with 134,281 pairs from IEDB. Regression. Given a peptide amino acid sequence and an MHC pseudo amino acid sequence, predict their binding affinity value. This is MHC class II binding data. The peptide sequence is AAVDKDAVIVAAAGN. The MHC is DRB1_1001 with pseudo-sequence DRB1_1001. The binding affinity (normalized) is 0.375.